Dataset: Forward reaction prediction with 1.9M reactions from USPTO patents (1976-2016). Task: Predict the product of the given reaction. (1) Given the reactants [NH:1]1[C:9]2[C:4](=[CH:5][CH:6]=[CH:7][CH:8]=2)[C:3]2([C:21]3[C:12](=[CH:13][C:14]4[O:19][CH2:18][CH2:17][O:16][C:15]=4[CH:20]=3)[O:11][CH2:10]2)[C:2]1=[O:22].Br[CH2:24][C:25]1[CH:34]=[CH:33][C:28]2[O:29][CH2:30][CH2:31][O:32][C:27]=2[CH:26]=1.BrCC1CCCCO1, predict the reaction product. The product is: [O:29]1[C:28]2[CH:33]=[CH:34][C:25]([CH2:24][N:1]3[C:9]4[C:4](=[CH:5][CH:6]=[CH:7][CH:8]=4)[C:3]4([C:21]5[C:12](=[CH:13][C:14]6[O:19][CH2:18][CH2:17][O:16][C:15]=6[CH:20]=5)[O:11][CH2:10]4)[C:2]3=[O:22])=[CH:26][C:27]=2[O:32][CH2:31][CH2:30]1. (2) Given the reactants C(#N)C.[C:4]([C:6]([C:9]1[CH:10]=[C:11]([CH3:20])[CH:12]=[C:13]([C:15]([C:18]#[N:19])([CH3:17])[CH3:16])[CH:14]=1)([CH3:8])[CH3:7])#[N:5].C(OOC(=O)C1C=CC=CC=1)(=O)C1C=CC=CC=1.[Br:39]N1C(=O)CCC1=O, predict the reaction product. The product is: [C:18]([C:15]([C:13]1[CH:12]=[C:11]([CH:10]=[C:9]([C:6]([C:4]#[N:5])([CH3:8])[CH3:7])[CH:14]=1)[CH2:20][Br:39])([CH3:16])[CH3:17])#[N:19]. (3) Given the reactants [Br:1][C:2]1[CH:3]=[N:4][C:5]2[N:6]([N:8]=[C:9]([C:11]([OH:13])=O)[CH:10]=2)[CH:7]=1.[Br:14][C:15]1[CH:16]=[C:17]2[C:22](=[CH:23][CH:24]=1)[CH:21]([CH3:25])[NH:20][CH2:19][CH2:18]2, predict the reaction product. The product is: [Br:14][C:15]1[CH:16]=[C:17]2[C:22](=[CH:23][CH:24]=1)[CH:21]([CH3:25])[N:20]([C:11]([C:9]1[CH:10]=[C:5]3[N:4]=[CH:3][C:2]([Br:1])=[CH:7][N:6]3[N:8]=1)=[O:13])[CH2:19][CH2:18]2.